This data is from Full USPTO retrosynthesis dataset with 1.9M reactions from patents (1976-2016). The task is: Predict the reactants needed to synthesize the given product. (1) The reactants are: Br[C:2]1[CH:3]=[C:4]([C:10]2[CH:15]=[CH:14][C:13]([Cl:16])=[CH:12][CH:11]=2)[CH:5]=[CH:6][C:7]=1[CH2:8][CH3:9].[Mg].II.[O:20]1[CH:24]=[CH:23][CH:22]=[C:21]1[CH:25]=[O:26]. Given the product [Cl:16][C:13]1[CH:14]=[CH:15][C:10]([C:4]2[CH:5]=[CH:6][C:7]([CH2:8][CH3:9])=[C:2]([CH:25]([C:21]3[O:20][CH:24]=[CH:23][CH:22]=3)[OH:26])[CH:3]=2)=[CH:11][CH:12]=1, predict the reactants needed to synthesize it. (2) Given the product [O:29]=[C:27]1[NH:26][C:25](=[O:30])[CH:24]([CH2:23][C:20]2[CH:19]=[CH:18][C:17]([C:13]3[CH:14]=[CH:15][CH:16]=[C:11]([CH2:10][N:9]([CH3:8])[C:50](=[O:51])[CH2:49][C:43]4[CH:48]=[CH:47][CH:46]=[CH:45][CH:44]=4)[CH:12]=3)=[CH:22][CH:21]=2)[S:28]1, predict the reactants needed to synthesize it. The reactants are: FC(F)(F)C(O)=O.[CH3:8][NH:9][CH2:10][C:11]1[CH:12]=[C:13]([C:17]2[CH:22]=[CH:21][C:20]([CH2:23][CH:24]3[S:28][C:27](=[O:29])[NH:26][C:25]3=[O:30])=[CH:19][CH:18]=2)[CH:14]=[CH:15][CH:16]=1.O1CCCC1.C(N(CC)CC)C.[C:43]1([CH2:49][C:50](Cl)=[O:51])[CH:48]=[CH:47][CH:46]=[CH:45][CH:44]=1. (3) Given the product [O:19]1[CH2:20][CH2:21][O:22][CH:18]1[CH2:17][CH2:16][N:11]1[C:12]2[C:7](=[CH:6][CH:5]=[C:4]([F:3])[CH:13]=2)[N:8]=[CH:9][C:10]1=[O:14], predict the reactants needed to synthesize it. The reactants are: [H-].[Li+].[F:3][C:4]1[CH:13]=[C:12]2[C:7]([N:8]=[CH:9][C:10](=[O:14])[NH:11]2)=[CH:6][CH:5]=1.Br[CH2:16][CH2:17][CH:18]1[O:22][CH2:21][CH2:20][O:19]1.O. (4) Given the product [CH3:3][N:2]([CH2:4][CH2:5][O:6][CH:7]([C:14]1[CH:19]=[CH:18][CH:17]=[CH:16][CH:15]=1)[C:8]1[CH:9]=[CH:10][CH:11]=[CH:12][CH:13]=1)[CH3:1], predict the reactants needed to synthesize it. The reactants are: [CH3:1][N:2]([CH2:4][CH2:5][O:6][CH:7]([C:14]1[CH:15]=[CH:16][CH:17]=[CH:18][CH:19]=1)[C:8]1[CH:9]=[CH:10][CH:11]=[CH:12][CH:13]=1)[CH3:3].Cl.[OH-].[Na+]. (5) The reactants are: [NH2:1][C:2]1[C:7]([CH3:8])=[CH:6][C:5]([OH:9])=[C:4]([CH3:10])[CH:3]=1.COC(OC)OC.[C:18]1([CH3:28])C=CC(S(O)(=O)=O)=CC=1.[CH3:29][NH:30][CH2:31]C. Given the product [CH2:18]([N:30]([CH3:31])[CH:29]=[N:1][C:2]1[CH:3]=[C:4]([CH3:10])[C:5]([OH:9])=[CH:6][C:7]=1[CH3:8])[CH3:28], predict the reactants needed to synthesize it.